From a dataset of Catalyst prediction with 721,799 reactions and 888 catalyst types from USPTO. Predict which catalyst facilitates the given reaction. (1) Reactant: [CH2:1]([O:8][C:9]([N:11]1[CH2:16][C@@H:15]([C:17](=O)[NH:18][CH2:19][C:20]2[C:25]([Cl:26])=[N:24][CH:23]=[CH:22][N:21]=2)[CH2:14][CH2:13][C@@H:12]1[CH2:28][O:29][CH3:30])=[O:10])[C:2]1[CH:7]=[CH:6][CH:5]=[CH:4][CH:3]=1.O=P(Cl)(Cl)Cl.C([O-])(O)=O.[Na+]. Product: [CH2:1]([O:8][C:9]([N:11]1[CH2:16][C@H:15]([C:17]2[N:21]3[CH:22]=[CH:23][N:24]=[C:25]([Cl:26])[C:20]3=[CH:19][N:18]=2)[CH2:14][CH2:13][C@H:12]1[CH2:28][O:29][CH3:30])=[O:10])[C:2]1[CH:7]=[CH:6][CH:5]=[CH:4][CH:3]=1. The catalyst class is: 23. (2) Reactant: [C:1]([CH2:3][C:4]1([N:15]2[CH:19]=[C:18]([C:20]3[C:21]4[CH:28]=[CH:27][N:26]([CH2:29][O:30][CH2:31][CH2:32][Si:33]([CH3:36])([CH3:35])[CH3:34])[C:22]=4[N:23]=[CH:24][N:25]=3)[CH:17]=[N:16]2)[CH2:7][N:6](C(OC(C)(C)C)=O)[CH2:5]1)#[N:2].[ClH:37]. Product: [ClH:37].[ClH:37].[CH3:35][Si:33]([CH3:34])([CH3:36])[CH2:32][CH2:31][O:30][CH2:29][N:26]1[C:22]2[N:23]=[CH:24][N:25]=[C:20]([C:18]3[CH:17]=[N:16][N:15]([C:4]4([CH2:3][C:1]#[N:2])[CH2:5][NH:6][CH2:7]4)[CH:19]=3)[C:21]=2[CH:28]=[CH:27]1. The catalyst class is: 523. (3) Reactant: Br[C:2]1[CH:7]=[CH:6][C:5]([S:8]([NH:11][C:12]2[CH:17]=[C:16]([N:18]3[CH2:23][C@H:22]([CH3:24])[NH:21][C@H:20]([CH3:25])[CH2:19]3)[CH:15]=[CH:14][C:13]=2[O:26][CH3:27])(=[O:10])=[O:9])=[CH:4][C:3]=1[F:28].[S:29]1[CH:33]=[CH:32][CH:31]=[C:30]1B(O)O.CC(C)([O-])C.[K+]. Product: [CH3:25][C@H:20]1[NH:21][C@@H:22]([CH3:24])[CH2:23][N:18]([C:16]2[CH:15]=[CH:14][C:13]([O:26][CH3:27])=[C:12]([NH:11][S:8]([C:5]3[CH:6]=[CH:7][C:2]([C:30]4[S:29][CH:33]=[CH:32][CH:31]=4)=[C:3]([F:28])[CH:4]=3)(=[O:10])=[O:9])[CH:17]=2)[CH2:19]1. The catalyst class is: 108.